This data is from Forward reaction prediction with 1.9M reactions from USPTO patents (1976-2016). The task is: Predict the product of the given reaction. (1) Given the reactants [CH3:1][Si]([N-][Si](C)(C)C)(C)C.[Li+].[NH2:11][C:12]1[CH:13]=[C:14]2[C:18](=[C:19]([C:21](=O)[CH3:22])[CH:20]=1)[NH:17][CH:16]=[CH:15]2, predict the reaction product. The product is: [C:21]([C:19]1[CH:20]=[C:12]([NH2:11])[CH:13]=[C:14]2[C:18]=1[NH:17][CH:16]=[CH:15]2)([CH3:22])=[CH2:1]. (2) Given the reactants [Br:1][C:2]1[CH:3]=[C:4]2[C:9](=[CH:10][C:11]=1F)[NH:8][C:7](=[O:13])[CH2:6][CH2:5]2.[Cl:14]N1C(=O)CCC1=O, predict the reaction product. The product is: [Br:1][C:2]1[CH:3]=[C:4]2[C:9](=[C:10]([Cl:14])[CH:11]=1)[NH:8][C:7](=[O:13])[CH2:6][CH2:5]2. (3) Given the reactants [OH:1]O.[Cl:3][C:4]1[C:5]([O:19][CH2:20][C:21]([F:26])([F:25])[CH:22]([F:24])[F:23])=[N:6][CH:7]=[C:8](B2OC(C)(C)C(C)(C)O2)[CH:9]=1, predict the reaction product. The product is: [Cl:3][C:4]1[CH:9]=[C:8]([OH:1])[CH:7]=[N:6][C:5]=1[O:19][CH2:20][C:21]([F:26])([F:25])[CH:22]([F:24])[F:23].